Task: Predict which catalyst facilitates the given reaction.. Dataset: Catalyst prediction with 721,799 reactions and 888 catalyst types from USPTO (1) Reactant: C(OC([C:6]1[C:11](=[O:12])[NH:10][C:9]2[N:13]([CH:17]([CH3:19])[CH3:18])[N:14]=[C:15]([CH3:16])[C:8]=2[C:7]=1[OH:20])=O)C.Cl. Product: [CH:17]([N:13]1[C:9]2[N:10]=[C:11]([OH:12])[CH:6]=[C:7]([OH:20])[C:8]=2[C:15]([CH3:16])=[N:14]1)([CH3:19])[CH3:18]. The catalyst class is: 74. (2) Reactant: [C:1]([C:4]1[N:5]=[C:6]([C:28]2[CH:36]=[CH:35][CH:34]=[C:33]3[C:29]=2[CH:30]=[CH:31][NH:32]3)[O:7][C:8]=1[C:9]1[CH:14]=[CH:13][C:12]([N:15]2[CH2:20][CH2:19][N:18](C(OC(C)(C)C)=O)[CH2:17][CH2:16]2)=[CH:11][CH:10]=1)(=[O:3])[NH2:2].Cl.O1CCOCC1. Product: [NH:32]1[C:33]2[C:29](=[C:28]([C:6]3[O:7][C:8]([C:9]4[CH:10]=[CH:11][C:12]([N:15]5[CH2:20][CH2:19][NH:18][CH2:17][CH2:16]5)=[CH:13][CH:14]=4)=[C:4]([C:1]([NH2:2])=[O:3])[N:5]=3)[CH:36]=[CH:35][CH:34]=2)[CH:30]=[CH:31]1. The catalyst class is: 61.